From a dataset of CYP2D6 inhibition data for predicting drug metabolism from PubChem BioAssay. Regression/Classification. Given a drug SMILES string, predict its absorption, distribution, metabolism, or excretion properties. Task type varies by dataset: regression for continuous measurements (e.g., permeability, clearance, half-life) or binary classification for categorical outcomes (e.g., BBB penetration, CYP inhibition). Dataset: cyp2d6_veith. (1) The compound is O=C(O)C(Cc1ccccc1-c1ccccc1)C(=O)O. The result is 0 (non-inhibitor). (2) The molecule is CCCS(=O)(=O)N1CCCC(C(=O)NCCCN2CCN(c3cccc(Cl)c3)CC2)C1. The result is 1 (inhibitor). (3) The drug is CN1CCN(c2ncc3nc(-c4cccs4)c(=O)n(Cc4ccc(F)cc4)c3n2)CC1. The result is 0 (non-inhibitor). (4) The drug is Cc1ccc(=O)n(-c2ccccc2)c1. The result is 0 (non-inhibitor). (5) The compound is COc1ccc(Oc2ncc3nc(-c4ccc(OC)cc4)c(=O)n(C4CC4)c3n2)cc1. The result is 0 (non-inhibitor). (6) The compound is N[C@H](C(=O)N[C@@H]1C(=O)N2C(C(=O)O)=C(Cl)CS[C@@H]12)c1ccccc1.O. The result is 0 (non-inhibitor).